Task: Predict the product of the given reaction.. Dataset: Forward reaction prediction with 1.9M reactions from USPTO patents (1976-2016) (1) Given the reactants [F:1][C:2]1[CH:3]=[C:4]([CH:15]=[CH:16][C:17]=1[F:18])[O:5][CH:6]1[CH2:11][CH2:10][N:9]([CH2:12][CH2:13][NH2:14])[CH2:8][CH2:7]1.[CH:19]1([CH:22]=O)[CH2:21][CH2:20]1, predict the reaction product. The product is: [CH:19]1([CH2:22][NH:14][CH2:13][CH2:12][N:9]2[CH2:8][CH2:7][CH:6]([O:5][C:4]3[CH:15]=[CH:16][C:17]([F:18])=[C:2]([F:1])[CH:3]=3)[CH2:11][CH2:10]2)[CH2:21][CH2:20]1. (2) Given the reactants [CH3:1][O:2][C:3]([NH:5][C@@H:6]([CH:10]([CH3:12])[CH3:11])[C:7](O)=[O:8])=[O:4].CN(C(ON1N=NC2C=CC=NC1=2)=[N+](C)C)C.F[P-](F)(F)(F)(F)F.CCN(C(C)C)C(C)C.[I:46][C:47]1[NH:51][C:50]([C@@H:52]2[CH2:56][C@H:55]([CH3:57])[CH2:54][NH:53]2)=[N:49][CH:48]=1.Cl, predict the reaction product. The product is: [I:46][C:47]1[NH:51][C:50]([C@@H:52]2[CH2:56][C@H:55]([CH3:57])[CH2:54][N:53]2[C:7]([C@@H:6]([NH:5][C:3](=[O:4])[O:2][CH3:1])[CH:10]([CH3:12])[CH3:11])=[O:8])=[N:49][CH:48]=1. (3) Given the reactants [F:1][C:2]1[CH:3]=[C:4]2[C:12](=[CH:13][CH:14]=1)[NH:11][C:10]1[CH:9]([C:15]3[CH:20]=[CH:19][C:18]([CH3:21])=[CH:17][CH:16]=3)[NH:8][CH2:7][CH2:6][C:5]2=1.Cl[C:23]([O:25][CH3:26])=[O:24], predict the reaction product. The product is: [F:1][C:2]1[CH:3]=[C:4]2[C:12](=[CH:13][CH:14]=1)[NH:11][C:10]1[CH:9]([C:15]3[CH:20]=[CH:19][C:18]([CH3:21])=[CH:17][CH:16]=3)[N:8]([C:23]([O:25][CH3:26])=[O:24])[CH2:7][CH2:6][C:5]2=1. (4) Given the reactants [Br:1][C:2]1[N:3]=[C:4]2[CH:10]=[CH:9][NH:8][C:5]2=[N:6][CH:7]=1.C1C(=O)N([Cl:18])C(=O)C1, predict the reaction product. The product is: [Br:1][C:2]1[N:3]=[C:4]2[C:10]([Cl:18])=[CH:9][NH:8][C:5]2=[N:6][CH:7]=1. (5) The product is: [CH2:1]([O:8][C:9]1[C:18]([O:19][CH3:20])=[CH:17][CH:16]=[C:15]2[C:10]=1[CH2:11][CH2:12][N:13]([C:26]([O:25][C:22]([CH3:24])([CH3:23])[CH3:21])=[O:27])[CH2:14]2)[C:2]1[CH:7]=[CH:6][CH:5]=[CH:4][CH:3]=1. Given the reactants [CH2:1]([O:8][C:9]1[C:18]([O:19][CH3:20])=[CH:17][CH:16]=[C:15]2[C:10]=1[CH2:11][CH2:12][NH:13][CH2:14]2)[C:2]1[CH:7]=[CH:6][CH:5]=[CH:4][CH:3]=1.[CH3:21][C:22]([O:25][C:26](O[C:26]([O:25][C:22]([CH3:24])([CH3:23])[CH3:21])=[O:27])=[O:27])([CH3:24])[CH3:23].C(OC(C)(C)C)=O, predict the reaction product. (6) Given the reactants [CH2:1]([O:3][CH2:4][CH2:5][O:6][C:7]1[N:15]=[C:14]2[C:10]([N:11]=[C:12]([O:22][CH3:23])[N:13]2C2CCCCO2)=[C:9]([NH2:24])[N:8]=1)[CH3:2].[C:25]([OH:31])([C:27]([F:30])([F:29])[F:28])=[O:26], predict the reaction product. The product is: [F:28][C:27]([F:30])([F:29])[C:25]([OH:31])=[O:26].[CH2:1]([O:3][CH2:4][CH2:5][O:6][C:7]1[NH:8][C:9]([NH2:24])=[C:10]2[C:14]([N:15]=1)=[N:13][C:12]([O:22][CH3:23])=[N:11]2)[CH3:2]. (7) Given the reactants [CH:1]([N:4]1[CH2:9][CH:8]2[CH2:10][CH:5]1[CH2:6][NH:7]2)([CH3:3])[CH3:2].C(N(C(C)C)CC)(C)C.[Cl:20][C:21]1[CH:26]=[CH:25][CH:24]=[CH:23][C:22]=1[C:27]1[CH:36]=[C:35]([S:37](Cl)(=[O:39])=[O:38])[CH:34]=[C:33]2[C:28]=1[CH2:29][N:30]([CH2:50][C:51]1[CH:56]=[CH:55][C:54]([O:57][CH3:58])=[CH:53][CH:52]=1)[C:31](=[O:49])[N:32]2[C:41]1[C:46]([Cl:47])=[CH:45][CH:44]=[CH:43][C:42]=1[Cl:48], predict the reaction product. The product is: [Cl:20][C:21]1[CH:26]=[CH:25][CH:24]=[CH:23][C:22]=1[C:27]1[CH:36]=[C:35]([S:37]([N:7]2[CH2:6][CH:5]3[CH2:10][CH:8]2[CH2:9][N:4]3[CH:1]([CH3:3])[CH3:2])(=[O:39])=[O:38])[CH:34]=[C:33]2[C:28]=1[CH2:29][N:30]([CH2:50][C:51]1[CH:52]=[CH:53][C:54]([O:57][CH3:58])=[CH:55][CH:56]=1)[C:31](=[O:49])[N:32]2[C:41]1[C:42]([Cl:48])=[CH:43][CH:44]=[CH:45][C:46]=1[Cl:47]. (8) Given the reactants [H-].[Na+].[O:3]=[C:4]1[CH2:12][C:11]2[C:6](=[CH:7][CH:8]=[C:9]([C:13]([NH2:15])=[O:14])[CH:10]=2)[NH:5]1.[Cl:16][C:17]1[N+:22]([O-])=[CH:21][C:20]([CH2:24][N:25]2[CH2:30][CH2:29][O:28][CH2:27][CH2:26]2)=[CH:19][CH:18]=1.P(Cl)(Cl)Cl, predict the reaction product. The product is: [ClH:16].[OH:3][C:4]1[NH:5][C:6]2[C:11]([C:12]=1[C:17]1[CH:18]=[CH:19][C:20]([CH2:24][N:25]3[CH2:30][CH2:29][O:28][CH2:27][CH2:26]3)=[CH:21][N:22]=1)=[CH:10][C:9]([C:13]([NH2:15])=[O:14])=[CH:8][CH:7]=2. (9) Given the reactants [Br:1][C:2]1[NH:3][C:4]([Br:7])=[CH:5][N:6]=1.[H-].[Na+].[CH3:10][Si:11]([CH2:14][CH2:15][O:16][CH2:17]Cl)(C)[CH3:12], predict the reaction product. The product is: [Br:1][C:2]1[N:3]([CH2:17][O:16][CH2:15][CH2:14][SiH:11]([CH3:12])[CH3:10])[C:4]([Br:7])=[CH:5][N:6]=1.